This data is from NCI-60 drug combinations with 297,098 pairs across 59 cell lines. The task is: Regression. Given two drug SMILES strings and cell line genomic features, predict the synergy score measuring deviation from expected non-interaction effect. (1) Drug 1: CNC(=O)C1=CC=CC=C1SC2=CC3=C(C=C2)C(=NN3)C=CC4=CC=CC=N4. Drug 2: CC1C(C(CC(O1)OC2CC(OC(C2O)C)OC3=CC4=CC5=C(C(=O)C(C(C5)C(C(=O)C(C(C)O)O)OC)OC6CC(C(C(O6)C)O)OC7CC(C(C(O7)C)O)OC8CC(C(C(O8)C)O)(C)O)C(=C4C(=C3C)O)O)O)O. Cell line: OVCAR3. Synergy scores: CSS=45.3, Synergy_ZIP=25.1, Synergy_Bliss=23.0, Synergy_Loewe=18.9, Synergy_HSA=19.9. (2) Drug 1: CC(C)(C#N)C1=CC(=CC(=C1)CN2C=NC=N2)C(C)(C)C#N. Drug 2: C(CCl)NC(=O)N(CCCl)N=O. Cell line: HCT-15. Synergy scores: CSS=-0.140, Synergy_ZIP=-5.73, Synergy_Bliss=-11.8, Synergy_Loewe=-9.31, Synergy_HSA=-8.91. (3) Synergy scores: CSS=15.1, Synergy_ZIP=-6.18, Synergy_Bliss=-2.01, Synergy_Loewe=-3.44, Synergy_HSA=-2.33. Cell line: OVCAR3. Drug 1: CN(C)N=NC1=C(NC=N1)C(=O)N. Drug 2: C(CC(=O)O)C(=O)CN.Cl.